Dataset: Full USPTO retrosynthesis dataset with 1.9M reactions from patents (1976-2016). Task: Predict the reactants needed to synthesize the given product. (1) Given the product [CH:1]1([C@:4]([OH:24])([CH3:23])[CH2:5][NH:6][C:7]([C:9]2[CH:14]=[N:13][C:12]([O:28][CH2:27][C:26]([F:30])([F:29])[F:25])=[C:11]([C:16]3[CH:21]=[CH:20][C:19]([Cl:22])=[CH:18][CH:17]=3)[N:10]=2)=[O:8])[CH2:3][CH2:2]1, predict the reactants needed to synthesize it. The reactants are: [CH:1]1([C@:4]([OH:24])([CH3:23])[CH2:5][NH:6][C:7]([C:9]2[CH:14]=[N:13][C:12](Br)=[C:11]([C:16]3[CH:21]=[CH:20][C:19]([Cl:22])=[CH:18][CH:17]=3)[N:10]=2)=[O:8])[CH2:3][CH2:2]1.[F:25][C:26]([F:30])([F:29])[CH2:27][OH:28].C(=O)([O-])[O-].[Cs+].[Cs+]. (2) Given the product [OH:1][C@H:2]([C:13]1[C:14]([CH3:23])=[C:15]2[C:16](=[CH:21][CH:22]=1)[C:17](=[O:20])[O:18][CH2:19]2)[CH2:3][N:4]1[CH:9]2[CH2:10][N:11]([CH2:36][CH2:35][C:31]3[CH:32]=[C:33]4[C:28](=[CH:29][CH:30]=3)[C:27](=[O:38])[O:26][C@H:25]([CH3:24])[CH2:34]4)[CH2:12][CH:5]1[CH2:6][O:7][CH2:8]2, predict the reactants needed to synthesize it. The reactants are: [OH:1][C@H:2]([C:13]1[CH:22]=[CH:21][C:16]2[C:17](=[O:20])[O:18][CH2:19][C:15]=2[C:14]=1[CH3:23])[CH2:3][N:4]1[CH:9]2[CH2:10][NH:11][CH2:12][CH:5]1[CH2:6][O:7][CH2:8]2.[CH3:24][C@@H:25]1[CH2:34][C:33]2[C:28](=[CH:29][CH:30]=[C:31]([CH2:35][CH:36]=O)[CH:32]=2)[C:27](=[O:38])[O:26]1.C(O[BH-](OC(=O)C)OC(=O)C)(=O)C.[Na+]. (3) Given the product [OH:4][CH2:5][CH2:6][CH2:7][Si:8]([C:21]1[CH:26]=[CH:25][CH:24]=[CH:23][CH:22]=1)([C:9]1[CH:10]=[CH:11][CH:12]=[CH:13][CH:14]=1)[C:15]1[CH:20]=[CH:19][CH:18]=[CH:17][CH:16]=1, predict the reactants needed to synthesize it. The reactants are: C([O:4][CH2:5][CH2:6][CH2:7][Si:8]([C:21]1[CH:26]=[CH:25][CH:24]=[CH:23][CH:22]=1)([C:15]1[CH:20]=[CH:19][CH:18]=[CH:17][CH:16]=1)[C:9]1[CH:14]=[CH:13][CH:12]=[CH:11][CH:10]=1)(=O)C.C(=O)([O-])[O-].[Na+].[Na+]. (4) Given the product [O:3]1[C:7]2[CH:8]=[CH:9][CH:10]=[C:11]([CH:12]3[CH2:17][CH2:16][N:15]([CH2:18][CH2:19][C@H:20]4[CH2:21][CH2:22][C@H:23]([NH:26][C:36]([C:34]5[CH:33]=[CH:32][C:31]6[O:27][CH2:28][O:29][C:30]=6[CH:35]=5)=[O:37])[CH2:24][CH2:25]4)[CH2:14][CH2:13]3)[C:6]=2[CH2:5][CH2:4]1, predict the reactants needed to synthesize it. The reactants are: Cl.Cl.[O:3]1[C:7]2[CH:8]=[CH:9][CH:10]=[C:11]([CH:12]3[CH2:17][CH2:16][N:15]([CH2:18][CH2:19][C@H:20]4[CH2:25][CH2:24][C@H:23]([NH2:26])[CH2:22][CH2:21]4)[CH2:14][CH2:13]3)[C:6]=2[CH2:5][CH2:4]1.[O:27]1[C:31]2[CH:32]=[CH:33][C:34]([C:36](O)=[O:37])=[CH:35][C:30]=2[O:29][CH2:28]1. (5) Given the product [Cl:24][C:25]1[CH:26]=[C:27]([CH2:33][CH2:34][NH:35][C:9]2[N:8]=[C:7]([NH:13][C:14]3[CH:19]=[CH:18][CH:17]=[C:16]([CH:20]([OH:22])[CH3:21])[CH:15]=3)[C:6]([C:4]([OH:3])=[O:5])=[CH:11][N:10]=2)[CH:28]=[C:29]([Cl:32])[C:30]=1[OH:31], predict the reactants needed to synthesize it. The reactants are: C([O:3][C:4]([C:6]1[C:7]([NH:13][C:14]2[CH:19]=[CH:18][CH:17]=[C:16]([CH:20]([OH:22])[CH3:21])[CH:15]=2)=[N:8][C:9](Cl)=[N:10][CH:11]=1)=[O:5])C.Cl.[Cl:24][C:25]1[CH:26]=[C:27]([CH2:33][CH2:34][NH2:35])[CH:28]=[C:29]([Cl:32])[C:30]=1[OH:31].C(N(C(C)C)CC)(C)C.[OH-].[Na+]. (6) The reactants are: Cl[CH2:2][CH2:3][N:4]1[CH2:9][CH2:8][N:7]([C:10]([O:12][C:13]([CH3:16])([CH3:15])[CH3:14])=[O:11])[CH2:6][CH2:5]1.CO.[CH3:19][NH2:20]. Given the product [CH3:19][NH:20][CH2:2][CH2:3][N:4]1[CH2:9][CH2:8][N:7]([C:10]([O:12][C:13]([CH3:16])([CH3:15])[CH3:14])=[O:11])[CH2:6][CH2:5]1, predict the reactants needed to synthesize it. (7) Given the product [NH2:26][C:24]([C:23]1[CH:22]=[C:21]([C:27]2[CH:32]=[CH:31][C:30]([C:33]([OH:36])([CH3:35])[CH3:34])=[CH:29][C:28]=2[F:37])[S:20][C:19]=1[NH:18][C:2]1[CH:3]=[CH:4][C:5]([C:15]([NH2:17])=[O:16])=[C:6]([CH2:8][N:9]2[CH2:14][CH2:13][O:12][CH2:11][CH2:10]2)[N:7]=1)=[O:25], predict the reactants needed to synthesize it. The reactants are: Cl[C:2]1[N:7]=[C:6]([CH2:8][N:9]2[CH2:14][CH2:13][O:12][CH2:11][CH2:10]2)[C:5]([C:15]([NH2:17])=[O:16])=[CH:4][CH:3]=1.[NH2:18][C:19]1[S:20][C:21]([C:27]2[CH:32]=[CH:31][C:30]([C:33]([OH:36])([CH3:35])[CH3:34])=[CH:29][C:28]=2[F:37])=[CH:22][C:23]=1[C:24]([NH2:26])=[O:25]. (8) Given the product [NH2:19][C:15]1[CH:14]=[C:13]2[C:18](=[CH:17][CH:16]=1)[N:9]([CH2:8][CH2:7][N:4]1[CH2:3][CH2:2][O:1][CH2:6][CH2:5]1)[C:10](=[O:22])[CH2:11][CH2:12]2, predict the reactants needed to synthesize it. The reactants are: [O:1]1[CH2:6][CH2:5][N:4]([CH2:7][CH2:8][N:9]2[C:18]3[C:13](=[CH:14][C:15]([N+:19]([O-])=O)=[CH:16][CH:17]=3)[CH2:12][CH2:11][C:10]2=[O:22])[CH2:3][CH2:2]1.[H][H].